Dataset: Peptide-MHC class I binding affinity with 185,985 pairs from IEDB/IMGT. Task: Regression. Given a peptide amino acid sequence and an MHC pseudo amino acid sequence, predict their binding affinity value. This is MHC class I binding data. (1) The peptide sequence is MIAGVLFTF. The MHC is HLA-A26:01 with pseudo-sequence HLA-A26:01. The binding affinity (normalized) is 0.342. (2) The peptide sequence is STMPLVMAW. The MHC is HLA-C14:02 with pseudo-sequence HLA-C14:02. The binding affinity (normalized) is 0.778. (3) The peptide sequence is DVNSVQFSIL. The MHC is HLA-A02:01 with pseudo-sequence HLA-A02:01. The binding affinity (normalized) is 0.186. (4) The peptide sequence is GNYPVQQIG. The MHC is HLA-A02:02 with pseudo-sequence HLA-A02:02. The binding affinity (normalized) is 0.464. (5) The peptide sequence is NQQVTNSKY. The MHC is HLA-A31:01 with pseudo-sequence HLA-A31:01. The binding affinity (normalized) is 0.0847. (6) The peptide sequence is ICLSGEGWPY. The MHC is HLA-A30:02 with pseudo-sequence HLA-A30:02. The binding affinity (normalized) is 0.355. (7) The peptide sequence is LYDVVSKLPL. The MHC is Patr-A0701 with pseudo-sequence Patr-A0701. The binding affinity (normalized) is 0.0667. (8) The peptide sequence is FPFKYAAAG. The MHC is Mamu-A2201 with pseudo-sequence Mamu-A2201. The binding affinity (normalized) is 0.464. (9) The peptide sequence is WVMKIGIGV. The MHC is HLA-A02:06 with pseudo-sequence HLA-A02:06. The binding affinity (normalized) is 0.970. (10) The peptide sequence is YPMSIPATL. The MHC is HLA-C05:01 with pseudo-sequence HLA-C05:01. The binding affinity (normalized) is 0.262.